This data is from Catalyst prediction with 721,799 reactions and 888 catalyst types from USPTO. The task is: Predict which catalyst facilitates the given reaction. (1) Reactant: C(N(CC)CC)C.[Br:8][C:9]1[CH:10]=[C:11]([CH:15]=[C:16]([I:18])[CH:17]=1)[C:12]([OH:14])=O.[NH2:19][C:20]1[CH:25]=[CH:24][C:23]([CH2:26][CH3:27])=[CH:22][C:21]=1[CH2:28][C:29]([O:31][C:32]([CH3:35])([CH3:34])[CH3:33])=[O:30].CN(C(ON1N=NC2C=CC=NC1=2)=[N+](C)C)C.F[P-](F)(F)(F)(F)F. Product: [Br:8][C:9]1[CH:10]=[C:11]([CH:15]=[C:16]([I:18])[CH:17]=1)[C:12]([NH:19][C:20]1[CH:25]=[CH:24][C:23]([CH2:26][CH3:27])=[CH:22][C:21]=1[CH2:28][C:29]([O:31][C:32]([CH3:33])([CH3:35])[CH3:34])=[O:30])=[O:14]. The catalyst class is: 3. (2) Reactant: [CH2:1]([NH:8][C@@H:9]([CH2:12][C:13]1[CH:18]=[CH:17][C:16]([S:19]([C:22]2[CH:27]=[CH:26][CH:25]=[CH:24][CH:23]=2)(=[O:21])=[O:20])=[CH:15][CH:14]=1)[CH2:10][OH:11])[C:2]1[CH:7]=[CH:6][CH:5]=[CH:4][CH:3]=1.[O:28]([CH2:35][C@@H:36]1[CH2:38][O:37]1)[C:29]1[CH:34]=[CH:33][CH:32]=[CH:31][CH:30]=1. Product: [CH2:1]([N:8]([C@@H:9]([CH2:12][C:13]1[CH:18]=[CH:17][C:16]([S:19]([C:22]2[CH:27]=[CH:26][CH:25]=[CH:24][CH:23]=2)(=[O:21])=[O:20])=[CH:15][CH:14]=1)[CH2:10][OH:11])[CH2:38][C@H:36]([OH:37])[CH2:35][O:28][C:29]1[CH:34]=[CH:33][CH:32]=[CH:31][CH:30]=1)[C:2]1[CH:7]=[CH:6][CH:5]=[CH:4][CH:3]=1. The catalyst class is: 8. (3) Reactant: Cl[C:2]1[C:7]([Cl:8])=[CH:6][C:5](Cl)=[CH:4][N:3]=1.C([Sn](CCCC)(CCCC)[CH2:15][O:16][CH2:17][Sn](CCCC)(CCCC)CCCC)CCC.CC(C1C=C(C(C)C)C(C2C=CC=CC=2P(C2CCCCC2)C2CCCCC2)=C(C(C)C)C=1)C. Product: [Cl:8][C:7]1[CH:6]=[C:5]2[CH2:17][O:16][CH2:15][C:4]2=[N:3][CH:2]=1. The catalyst class is: 102. (4) Reactant: Br[C:2]1[CH:7]=[CH:6][C:5]([NH2:8])=[CH:4][C:3]=1[C:9]([F:12])([F:11])[F:10].CNCCNC.C(=O)([O-])[O-].[K+].[K+].[NH:25]1[CH2:28][CH2:27][C:26]1=[O:29]. Product: [NH2:8][C:5]1[CH:6]=[CH:7][C:2]([N:25]2[CH2:28][CH2:27][C:26]2=[O:29])=[C:3]([C:9]([F:12])([F:11])[F:10])[CH:4]=1. The catalyst class is: 509. (5) Reactant: Cl[C:2]1[N:7]=[C:6]([S:8][CH3:9])[N:5]=[C:4]([NH:10][C:11](=[O:13])[CH3:12])[CH:3]=1.[NH:14]1[CH2:19][CH2:18][CH:17]([NH:20][C:21](=[O:27])[O:22][C:23]([CH3:26])([CH3:25])[CH3:24])[CH2:16][CH2:15]1. Product: [C:11]([NH:10][C:4]1[N:5]=[C:6]([S:8][CH3:9])[N:7]=[C:2]([N:14]2[CH2:15][CH2:16][CH:17]([NH:20][C:21](=[O:27])[O:22][C:23]([CH3:25])([CH3:24])[CH3:26])[CH2:18][CH2:19]2)[CH:3]=1)(=[O:13])[CH3:12]. The catalyst class is: 37. (6) Reactant: [Si]([O:8][CH2:9][C:10]1[C:11]([F:22])=[C:12]([N:16]2[CH2:19][CH:18]([O:20][CH3:21])[CH2:17]2)[CH:13]=[CH:14][CH:15]=1)(C(C)(C)C)(C)C.C1COCC1.CCCC[N+](CCCC)(CCCC)CCCC.[F-].C1COCC1.O. The catalyst class is: 25. Product: [F:22][C:11]1[C:12]([N:16]2[CH2:17][CH:18]([O:20][CH3:21])[CH2:19]2)=[CH:13][CH:14]=[CH:15][C:10]=1[CH2:9][OH:8]. (7) The catalyst class is: 3. Product: [F:36][C:30]1[CH:31]=[C:32]([F:35])[CH:33]=[CH:34][C:29]=1[C:27]1[O:28][C:24]2[CH:23]=[C:22]([N:42]([CH3:47])[S:43]([CH3:46])(=[O:45])=[O:44])[C:21]([C:18]3[CH:19]=[CH:20][C:5]4[N:4]=[C:3]([CH2:2][N:51]5[CH2:52][CH2:53][C@@H:49]([F:48])[CH2:50]5)[N:8]5[C:9]6[CH:10]=[CH:11][CH:12]=[C:13]([F:16])[C:14]=6[CH:15]=[C:7]5[C:6]=4[N:17]=3)=[CH:41][C:25]=2[C:26]=1[C:37]([NH:39][CH3:40])=[O:38]. Reactant: Cl[CH2:2][C:3]1[N:8]2[C:9]3[CH:10]=[CH:11][CH:12]=[C:13]([F:16])[C:14]=3[CH:15]=[C:7]2[C:6]2[N:17]=[C:18]([C:21]3[C:22]([N:42]([CH3:47])[S:43]([CH3:46])(=[O:45])=[O:44])=[CH:23][C:24]4[O:28][C:27]([C:29]5[CH:34]=[CH:33][C:32]([F:35])=[CH:31][C:30]=5[F:36])=[C:26]([C:37]([NH:39][CH3:40])=[O:38])[C:25]=4[CH:41]=3)[CH:19]=[CH:20][C:5]=2[N:4]=1.[F:48][C@@H:49]1[CH2:53][CH2:52][NH:51][CH2:50]1.CCN(CC)CC.